This data is from Full USPTO retrosynthesis dataset with 1.9M reactions from patents (1976-2016). The task is: Predict the reactants needed to synthesize the given product. (1) The reactants are: Cl[C:2]1[N:7]=[C:6]([N:8]2[CH2:14][CH:13]([OH:15])[C:10]3([CH2:12][CH2:11]3)[CH2:9]2)[C:5]([F:16])=[C:4]([NH:17][NH2:18])[N:3]=1.[CH:19]1([CH2:24][C@H:25]([CH2:29][N:30]([CH:38]=[O:39])[O:31][CH:32]2[CH2:37][CH2:36][CH2:35][CH2:34][O:33]2)[C:26](O)=[O:27])[CH2:23][CH2:22][CH2:21][CH2:20]1.[CH:40]1C=NC2N(O)N=NC=2C=1.CN1CCOCC1.C(Cl)CCl. Given the product [CH:19]1([CH2:24][C@@H:25]([C:26]([NH:18][NH:17][C:4]2[C:5]([F:16])=[C:6]([N:8]3[CH2:14][C@@H:13]([OH:15])[C:10]4([CH2:12][CH2:11]4)[CH2:9]3)[N:7]=[C:2]([CH3:40])[N:3]=2)=[O:27])[CH2:29][N:30]([O:31][CH:32]2[CH2:37][CH2:36][CH2:35][CH2:34][O:33]2)[CH:38]=[O:39])[CH2:23][CH2:22][CH2:21][CH2:20]1, predict the reactants needed to synthesize it. (2) Given the product [CH3:15][N:2]([CH3:1])[C:3]([N:5]1[CH2:9][CH:8]2[CH2:10][C:11]([NH:14][CH2:17][C:18]([N:20]3[CH2:24][C@@H:23]([F:25])[CH2:22][C@H:21]3[C:26]#[N:27])=[O:19])([CH3:13])[CH2:12][CH:7]2[CH2:6]1)=[O:4], predict the reactants needed to synthesize it. The reactants are: [CH3:1][N:2]([CH3:15])[C:3]([N:5]1[CH2:9][CH:8]2[CH2:10][C:11]([NH2:14])([CH3:13])[CH2:12][CH:7]2[CH2:6]1)=[O:4].Cl[CH2:17][C:18]([N:20]1[CH2:24][C@@H:23]([F:25])[CH2:22][C@H:21]1[C:26]#[N:27])=[O:19].C(=O)([O-])[O-].[K+].[K+].CN(C)C=O. (3) The reactants are: Cl.[NH:2]1[C:10]2[C:5](=[CH:6][C:7]([NH:11][C:12]3[C:21]4[C:16](=[CH:17][CH:18]=[C:19]([O:22][CH2:23][CH2:24][N:25]5[CH2:29][CH2:28][CH2:27][C:26]5=[O:30])[CH:20]=4)[N:15]=[C:14]([C:31]4[CH:32]=[C:33]([NH:37][C:38](=[O:42])[CH2:39][CH2:40][CH3:41])[CH:34]=[CH:35][CH:36]=4)[N:13]=3)=[CH:8][CH:9]=2)[CH:4]=[N:3]1. Given the product [NH:2]1[C:10]2[C:5](=[CH:6][C:7]([NH:11][C:12]3[C:21]4[C:16](=[CH:17][CH:18]=[C:19]([O:22][CH2:23][CH2:24][N:25]5[CH2:29][CH2:28][CH2:27][C:26]5=[O:30])[CH:20]=4)[N:15]=[C:14]([C:31]4[CH:32]=[C:33]([NH:37][C:38](=[O:42])[CH2:39][CH2:40][CH3:41])[CH:34]=[CH:35][CH:36]=4)[N:13]=3)=[CH:8][CH:9]=2)[CH:4]=[N:3]1, predict the reactants needed to synthesize it. (4) Given the product [O:30]=[C:26]1[CH:25]([N:6]2[CH2:5][CH2:4][N:3]([NH:9][C:10]([C:12]3[CH:17]=[N:16][C:15]([C:18]4[CH:19]=[CH:20][CH:21]=[CH:22][CH:23]=4)=[N:14][CH:13]=3)=[O:11])[CH2:8][CH2:7]2)[CH2:29][CH2:28][O:27]1, predict the reactants needed to synthesize it. The reactants are: Cl.Cl.[N:3]1([NH:9][C:10]([C:12]2[CH:13]=[N:14][C:15]([C:18]3[CH:23]=[CH:22][CH:21]=[CH:20][CH:19]=3)=[N:16][CH:17]=2)=[O:11])[CH2:8][CH2:7][NH:6][CH2:5][CH2:4]1.Br[CH:25]1[CH2:29][CH2:28][O:27][C:26]1=[O:30].[H-].[Na+]. (5) Given the product [NH2:31][C:30]1[N:29]=[CH:28][N:27]=[C:26]2[N:22]([CH:20]([C:12]3[CH:13]=[C:14]4[N:19]([C:11]=3[C:7]3[CH:8]=[CH:9][CH:10]=[C:5]([CH2:4][N:2]([CH3:3])[CH3:1])[CH:6]=3)[CH:18]=[CH:17][CH:16]=[CH:15]4)[CH3:21])[N:23]=[C:24]([C:36]3[CH:37]=[C:38]([OH:40])[CH:39]=[C:34]([F:33])[CH:35]=3)[C:25]=12, predict the reactants needed to synthesize it. The reactants are: [CH3:1][N:2]([CH2:4][C:5]1[CH:6]=[C:7]([C:11]2[N:19]3[C:14]([CH:15]=[CH:16][CH:17]=[CH:18]3)=[CH:13][C:12]=2[CH:20]([N:22]2[C:26]3=[N:27][CH:28]=[N:29][C:30]([NH2:31])=[C:25]3[C:24](I)=[N:23]2)[CH3:21])[CH:8]=[CH:9][CH:10]=1)[CH3:3].[F:33][C:34]1[CH:35]=[C:36](B(O)O)[CH:37]=[C:38]([OH:40])[CH:39]=1.CCO.C([O-])([O-])=O.[Na+].[Na+].